Dataset: Full USPTO retrosynthesis dataset with 1.9M reactions from patents (1976-2016). Task: Predict the reactants needed to synthesize the given product. (1) Given the product [NH2:1][C:2]1[C:3]([F:12])=[CH:4][C:5]([C:6]([N:31]2[CH2:32][CH2:33][N:28]([CH2:27][C:24]3[CH:25]=[CH:26][C:21]([C:15]([OH:20])([C:16]([F:17])([F:18])[F:19])[C:14]([F:35])([F:13])[F:34])=[CH:22][CH:23]=3)[CH2:29][CH2:30]2)=[O:8])=[CH:9][C:10]=1[F:11], predict the reactants needed to synthesize it. The reactants are: [NH2:1][C:2]1[C:10]([F:11])=[CH:9][C:5]([C:6]([OH:8])=O)=[CH:4][C:3]=1[F:12].[F:13][C:14]([F:35])([F:34])[C:15]([C:21]1[CH:26]=[CH:25][C:24]([CH2:27][N:28]2[CH2:33][CH2:32][NH:31][CH2:30][CH2:29]2)=[CH:23][CH:22]=1)([OH:20])[C:16]([F:19])([F:18])[F:17].C(N(CC)CC)C.CCCP1(OP(CCC)(=O)OP(CCC)(=O)O1)=O.C(=O)([O-])O.[Na+]. (2) The reactants are: C[O:2][C:3]([C:5]1[C:6]([C:14]2[CH:19]=[CH:18][CH:17]=[CH:16][C:15]=2[N+:20]([O-:22])=[O:21])=[CH:7][CH:8]=[C:9]([C:11](=[S:13])[NH2:12])[CH:10]=1)=[O:4].Br[CH2:24][C:25]([C:27]1[CH:32]=[CH:31][CH:30]=[CH:29][C:28]=1[O:33][CH3:34])=O. Given the product [CH3:34][O:33][C:28]1[CH:29]=[CH:30][CH:31]=[CH:32][C:27]=1[C:25]1[N:12]=[C:11]([C:9]2[CH:10]=[C:5]([C:3]([OH:2])=[O:4])[C:6]([C:14]3[CH:19]=[CH:18][CH:17]=[CH:16][C:15]=3[N+:20]([O-:22])=[O:21])=[CH:7][CH:8]=2)[S:13][CH:24]=1, predict the reactants needed to synthesize it. (3) Given the product [OH:14][C:11]1[CH:12]=[CH:13][C:8]([NH:7][C:5](=[O:6])[C:4]2[CH:21]=[CH:22][C:23]([O:25][CH3:26])=[CH:24][C:3]=2[O:2][CH3:1])=[CH:9][CH:10]=1, predict the reactants needed to synthesize it. The reactants are: [CH3:1][O:2][C:3]1[CH:24]=[C:23]([O:25][CH3:26])[CH:22]=[CH:21][C:4]=1[C:5]([NH:7][C:8]1[CH:13]=[CH:12][C:11]([O:14]C2CCCCO2)=[CH:10][CH:9]=1)=[O:6].O.C1(C)C=CC(S(O)(=O)=O)=CC=1. (4) Given the product [Cl:19][C:20]([Cl:25])([Cl:24])[C:21]([C:2]1[N:1]([CH2:6][C:7](=[O:8])[C:9]2[CH:14]=[CH:13][C:12]([C:15]([F:18])([F:16])[F:17])=[CH:11][N:10]=2)[CH:5]=[CH:4][CH:3]=1)=[O:22], predict the reactants needed to synthesize it. The reactants are: [N:1]1([CH2:6][C:7]([C:9]2[CH:14]=[CH:13][C:12]([C:15]([F:18])([F:17])[F:16])=[CH:11][N:10]=2)=[O:8])[CH:5]=[CH:4][CH:3]=[CH:2]1.[Cl:19][C:20]([Cl:25])([Cl:24])[C:21](Cl)=[O:22]. (5) Given the product [Cl:1][C:2]1[CH:7]=[CH:6][CH:5]=[CH:4][C:3]=1[CH2:8][C:9]1[C:11]2[C:12](=[O:32])[N:13]([C:22]3[CH:27]=[CH:26][CH:25]=[C:24]([C:28]([F:29])([F:31])[F:30])[CH:23]=3)[C:14]3[N:15]=[CH:16][CH:17]=[CH:18][C:19]=3[C:20]=2[NH:35][N:34]=1, predict the reactants needed to synthesize it. The reactants are: [Cl:1][C:2]1[CH:7]=[CH:6][CH:5]=[CH:4][C:3]=1[CH2:8][C:9]([C:11]1[C:12](=[O:32])[N:13]([C:22]2[CH:27]=[CH:26][CH:25]=[C:24]([C:28]([F:31])([F:30])[F:29])[CH:23]=2)[C:14]2[C:19]([C:20]=1O)=[CH:18][CH:17]=[CH:16][N:15]=2)=O.O.[NH2:34][NH2:35].C(=O)([O-])O.[Na+]. (6) Given the product [Br:20][CH2:21][CH2:22][CH2:23][CH2:24][O:19][CH2:18][CH2:17][O:16][CH2:15][CH2:14][O:13][CH2:12][CH2:11][O:10][CH2:3][C:4]1[CH:9]=[CH:8][CH:7]=[CH:6][CH:5]=1, predict the reactants needed to synthesize it. The reactants are: [H-].[Na+].[CH2:3]([O:10][CH2:11][CH2:12][O:13][CH2:14][CH2:15][O:16][CH2:17][CH2:18][OH:19])[C:4]1[CH:9]=[CH:8][CH:7]=[CH:6][CH:5]=1.[Br:20][CH2:21][CH2:22][CH2:23][CH2:24]Br. (7) Given the product [N:13]([CH2:10][CH:9]([OH:12])[CH2:8][C:4]1[CH:5]=[CH:6][CH:7]=[C:2]([Br:1])[CH:3]=1)=[N+:14]=[N-:15], predict the reactants needed to synthesize it. The reactants are: [Br:1][C:2]1[CH:3]=[C:4]([CH2:8][CH:9]([OH:12])[CH2:10]Cl)[CH:5]=[CH:6][CH:7]=1.[N-:13]=[N+:14]=[N-:15].[Na+].[Na+].[I-]. (8) Given the product [N:5]1[C:4]2[S:8][C:9]3[CH2:14][CH2:13][CH2:12][CH2:11][C:10]=3[C:3]=2[C:2]([CH:2]([NH2:7])[CH2:3][CH2:4][NH2:5])=[N:7][CH:6]=1, predict the reactants needed to synthesize it. The reactants are: Cl[C:2]1[C:3]2[C:10]3[CH2:11][CH2:12][CH2:13][CH2:14][C:9]=3[S:8][C:4]=2[N:5]=[CH:6][N:7]=1. (9) Given the product [CH3:1][O:2][C:3]([C:5]1[S:6][C:7]([CH:25]2[CH2:26][CH2:27][C:28]([CH3:31])([CH3:32])[CH2:29][CH2:30]2)=[CH:8][C:9]=1[N:10]([CH:20]1[CH2:23][O:24][CH2:33][O:22][CH2:21]1)[C:11]([C@H:13]1[CH2:14][CH2:15][C@H:16]([CH3:19])[CH2:17][CH2:18]1)=[O:12])=[O:4], predict the reactants needed to synthesize it. The reactants are: [CH3:1][O:2][C:3]([C:5]1[S:6][C:7]([CH:25]2[CH2:30][CH2:29][C:28]([CH3:32])([CH3:31])[CH2:27][CH2:26]2)=[CH:8][C:9]=1[N:10]([CH:20]([CH2:23][OH:24])[CH2:21][OH:22])[C:11]([C@H:13]1[CH2:18][CH2:17][C@H:16]([CH3:19])[CH2:15][CH2:14]1)=[O:12])=[O:4].[CH2:33]=O. (10) Given the product [Br:1][C:2]1[CH:3]=[C:4]2[C:8](=[C:9]([C:11]([NH2:24])=[O:13])[CH:10]=1)[NH:7][CH:6]=[CH:5]2, predict the reactants needed to synthesize it. The reactants are: [Br:1][C:2]1[CH:3]=[C:4]2[C:8](=[C:9]([C:11]([OH:13])=O)[CH:10]=1)[NH:7][CH:6]=[CH:5]2.C(Cl)CCl.C1C=CC2N(O)N=[N:24]C=2C=1.N.